Dataset: Forward reaction prediction with 1.9M reactions from USPTO patents (1976-2016). Task: Predict the product of the given reaction. (1) Given the reactants Cl.[F:2][C:3]([F:15])([F:14])[CH:4]([C:6]1[CH:11]=[CH:10][C:9]([NH:12][NH2:13])=[CH:8][CH:7]=1)[OH:5].[CH3:16][CH:17]([CH3:23])[C:18](=O)[CH2:19][C:20]#[N:21].Cl, predict the reaction product. The product is: [NH2:21][C:20]1[N:12]([C:9]2[CH:8]=[CH:7][C:6]([CH:4]([OH:5])[C:3]([F:14])([F:15])[F:2])=[CH:11][CH:10]=2)[N:13]=[C:18]([CH:17]([CH3:23])[CH3:16])[CH:19]=1. (2) The product is: [C:11](/[C:13](=[CH:9]\[C:3]1[C:2]([Cl:1])=[CH:7][CH:6]=[C:5]([Cl:8])[N:4]=1)/[C:14]([NH:16][CH:17]([C:21]1[CH:26]=[CH:25][C:24]([O:27][CH2:28][CH2:29][N:30]2[CH2:31][CH2:32][O:33][CH2:34][CH2:35]2)=[CH:23][CH:22]=1)[CH2:18][CH2:19][CH3:20])=[O:15])#[N:12]. Given the reactants [Cl:1][C:2]1[C:3]([CH:9]=O)=[N:4][C:5]([Cl:8])=[CH:6][CH:7]=1.[C:11]([CH2:13][C:14]([NH:16][CH:17]([C:21]1[CH:26]=[CH:25][C:24]([O:27][CH2:28][CH2:29][N:30]2[CH2:35][CH2:34][O:33][CH2:32][CH2:31]2)=[CH:23][CH:22]=1)[CH2:18][CH2:19][CH3:20])=[O:15])#[N:12].NCCC(O)=O, predict the reaction product.